This data is from Forward reaction prediction with 1.9M reactions from USPTO patents (1976-2016). The task is: Predict the product of the given reaction. The product is: [CH3:1][CH:2]([C:23]([NH:25][CH2:26][C:27]([F:33])([F:32])[C:28]([F:31])([F:29])[F:30])=[O:24])[C:3]([NH:5][C@@H:6]1[C:12](=[O:13])[N:11]([CH2:14][C:15]([F:16])([F:17])[F:18])[C:10]2[CH:19]=[CH:20][CH:21]=[CH:22][C:9]=2[N:8]([C:36](=[O:37])[C:35]([F:46])([F:45])[F:34])[CH2:7]1)=[O:4]. Given the reactants [CH3:1][CH:2]([C:23]([NH:25][CH2:26][C:27]([F:33])([F:32])[C:28]([F:31])([F:30])[F:29])=[O:24])[C:3]([NH:5][C@@H:6]1[C:12](=[O:13])[N:11]([CH2:14][C:15]([F:18])([F:17])[F:16])[C:10]2[CH:19]=[CH:20][CH:21]=[CH:22][C:9]=2[NH:8][CH2:7]1)=[O:4].[F:34][C:35]([F:46])([F:45])[C:36](O[C:36](=[O:37])[C:35]([F:46])([F:45])[F:34])=[O:37], predict the reaction product.